From a dataset of NCI-60 drug combinations with 297,098 pairs across 59 cell lines. Regression. Given two drug SMILES strings and cell line genomic features, predict the synergy score measuring deviation from expected non-interaction effect. (1) Drug 2: CNC(=O)C1=NC=CC(=C1)OC2=CC=C(C=C2)NC(=O)NC3=CC(=C(C=C3)Cl)C(F)(F)F. Synergy scores: CSS=29.5, Synergy_ZIP=-0.189, Synergy_Bliss=1.52, Synergy_Loewe=-1.91, Synergy_HSA=2.23. Drug 1: COC1=C(C=C2C(=C1)N=CN=C2NC3=CC(=C(C=C3)F)Cl)OCCCN4CCOCC4. Cell line: M14. (2) Drug 1: CS(=O)(=O)C1=CC(=C(C=C1)C(=O)NC2=CC(=C(C=C2)Cl)C3=CC=CC=N3)Cl. Drug 2: CC1=C(C(CCC1)(C)C)C=CC(=CC=CC(=CC(=O)O)C)C. Cell line: NCI-H322M. Synergy scores: CSS=10.9, Synergy_ZIP=1.48, Synergy_Bliss=5.66, Synergy_Loewe=5.10, Synergy_HSA=4.73.